This data is from Forward reaction prediction with 1.9M reactions from USPTO patents (1976-2016). The task is: Predict the product of the given reaction. Given the reactants [CH3:1][N:2]1[C:6]([S:7]S(C2C=CC(C)=CC=2)(=O)=O)=[N:5][N:4]=[N:3]1.[C:18]([S:22][C:23]([C:25]1[N:26]2[C@H:29]([S:30](=[O:35])(=[O:34])[CH2:31][C:32]=1[CH3:33])[C@@H:28]([O:36][CH3:37])[C:27]2=[O:38])=[O:24])([CH3:21])([CH3:20])[CH3:19].N12CCCC1=NCCC2.CCOC(C)=O, predict the reaction product. The product is: [C:18]([S:22][C:23]([C:25]1[N:26]2[C@H:29]([S:30](=[O:35])(=[O:34])[CH:31]([S:7][C:6]3[N:2]([CH3:1])[N:3]=[N:4][N:5]=3)[C:32]=1[CH3:33])[C@@H:28]([O:36][CH3:37])[C:27]2=[O:38])=[O:24])([CH3:21])([CH3:19])[CH3:20].